This data is from Forward reaction prediction with 1.9M reactions from USPTO patents (1976-2016). The task is: Predict the product of the given reaction. (1) Given the reactants [OH:1][N:2]1C(=O)C2=CC=CC=C2C1=O.[CH3:13][O:14][C:15]1[CH:22]=[CH:21][CH:20]=[CH:19][C:16]=1[CH2:17][Cl:18], predict the reaction product. The product is: [ClH:18].[CH3:13][O:14][C:15]1[CH:22]=[CH:21][CH:20]=[CH:19][C:16]=1[CH2:17][O:1][NH2:2]. (2) Given the reactants Br[CH2:2][CH2:3][N:4]([C:9]1[CH:10]=[C:11]([CH:16]=[CH:17][C:18]=1[C:19]([F:22])([F:21])[F:20])[C:12]([O:14][CH3:15])=[O:13])[S:5]([CH3:8])(=[O:7])=[O:6].C([O-])([O-])=O.[K+].[K+].[CH3:29][N:30]1[CH2:35][CH2:34][NH:33][CH2:32][CH2:31]1, predict the reaction product. The product is: [CH3:29][N:30]1[CH2:35][CH2:34][N:33]([CH2:2][CH2:3][N:4]([C:9]2[CH:10]=[C:11]([CH:16]=[CH:17][C:18]=2[C:19]([F:22])([F:21])[F:20])[C:12]([O:14][CH3:15])=[O:13])[S:5]([CH3:8])(=[O:7])=[O:6])[CH2:32][CH2:31]1. (3) Given the reactants [NH2:1][C:2]1[N:6]([CH3:7])[N:5]=[CH:4][C:3]=1[NH:8][C:9]([C@@H:11]([NH:23]C(=O)OCC1C=CC=CC=1)[CH2:12][CH2:13][CH2:14][NH:15][C:16](=[O:22])[O:17][C:18]([CH3:21])([CH3:20])[CH3:19])=[O:10], predict the reaction product. The product is: [NH2:23][C@H:11]([C:9]([NH:8][C:3]1[CH:4]=[N:5][N:6]([CH3:7])[C:2]=1[NH2:1])=[O:10])[CH2:12][CH2:13][CH2:14][NH:15][C:16](=[O:22])[O:17][C:18]([CH3:20])([CH3:21])[CH3:19]. (4) Given the reactants [Cl:1][C:2]1[CH:11]=[C:10]2[C:5]([C:6](B3OC(C)(C)C(C)(C)O3)=[C:7]([C:12]3[CH:17]=[CH:16][CH:15]=[CH:14][C:13]=3[Cl:18])[N:8]=[CH:9]2)=[CH:4][N:3]=1.[OH:28]OS([O-])=O.[K+], predict the reaction product. The product is: [Cl:1][C:2]1[CH:11]=[C:10]2[C:5]([C:6]([OH:28])=[C:7]([C:12]3[CH:17]=[CH:16][CH:15]=[CH:14][C:13]=3[Cl:18])[N:8]=[CH:9]2)=[CH:4][N:3]=1. (5) The product is: [C:1]([NH:4][C:5]1[CH:13]=[CH:12][CH:11]=[C:10]2[C:6]=1[C:7]([S:19][C:29]1[CH:30]=[CH:31][CH:32]=[CH:33][C:28]=1[Cl:27])=[C:8]([CH3:18])[N:9]2[CH2:14][C:15]([OH:17])=[O:16])(=[O:3])[CH3:2]. Given the reactants [C:1]([NH:4][C:5]1[CH:13]=[CH:12][CH:11]=[C:10]2[C:6]=1[C:7]([S:19]C1C=CC=C(Cl)C=1)=[C:8]([CH3:18])[N:9]2[CH2:14][C:15]([OH:17])=[O:16])(=[O:3])[CH3:2].[Cl:27][C:28]1[CH:33]=[CH:32][CH:31]=[CH:30][C:29]=1S, predict the reaction product. (6) Given the reactants [Cl:1][C:2]1[CH:17]=[CH:16][C:5]([O:6][C:7]2[CH:12]=[CH:11][C:10]([CH2:13][CH2:14][NH2:15])=[CH:9][CH:8]=2)=[CH:4][C:3]=1[C:18]([F:21])([F:20])[F:19].CS[C:24]1[NH:25][CH:26]=[C:27]([CH2:31][C:32]2[CH:33]=[N:34][C:35](=[O:38])[NH:36][CH:37]=2)[C:28](=[O:30])[N:29]=1, predict the reaction product. The product is: [Cl:1][C:2]1[CH:17]=[CH:16][C:5]([O:6][C:7]2[CH:12]=[CH:11][C:10]([CH2:13][CH2:14][NH:15][C:24]3[NH:25][CH:26]=[C:27]([CH2:31][C:32]4[CH:33]=[N:34][C:35](=[O:38])[NH:36][CH:37]=4)[C:28](=[O:30])[N:29]=3)=[CH:9][CH:8]=2)=[CH:4][C:3]=1[C:18]([F:19])([F:20])[F:21]. (7) Given the reactants FC(F)(F)[S:3]([O-:6])(=[O:5])=[O:4].[C:9]([O:13][C:14](=[O:55])[C:15]([O:18]/[N:19]=[C:20](/[C:42]1[N:43]=[C:44]([NH:47][C:48]([O:50][C:51]([CH3:54])([CH3:53])[CH3:52])=[O:49])[S:45][CH:46]=1)\[C:21]([NH:23][C@@H:24]1[C:27](=[O:28])[NH:26][C@@H:25]1[CH2:29][N:30]1[CH:34]=[C:33]([C:35]2[CH:40]=[CH:39][N+:38]([CH3:41])=[CH:37][CH:36]=2)[N:32]=[N:31]1)=[O:22])([CH3:17])[CH3:16])([CH3:12])([CH3:11])[CH3:10], predict the reaction product. The product is: [C:9]([O:13][C:14](=[O:55])[C:15]([O:18]/[N:19]=[C:20](/[C:42]1[N:43]=[C:44]([NH:47][C:48]([O:50][C:51]([CH3:54])([CH3:53])[CH3:52])=[O:49])[S:45][CH:46]=1)\[C:21]([NH:23][C@@H:24]1[C:27](=[O:28])[N:26]([S:3]([O-:6])(=[O:5])=[O:4])[C@@H:25]1[CH2:29][N:30]1[CH:34]=[C:33]([C:35]2[CH:36]=[CH:37][N+:38]([CH3:41])=[CH:39][CH:40]=2)[N:32]=[N:31]1)=[O:22])([CH3:16])[CH3:17])([CH3:10])([CH3:11])[CH3:12]. (8) Given the reactants C([Li])CCC.[CH2:6]([O:10][CH2:11][C:12]1[CH:17]=[CH:16][CH:15]=[CH:14][CH:13]=1)[CH2:7][C:8]#[CH:9].[F:18][C:19]1[CH:27]=[CH:26][C:22]([C:23](Cl)=[O:24])=[CH:21][CH:20]=1.[Cl-].[NH4+], predict the reaction product. The product is: [CH2:11]([O:10][CH2:6][CH2:7][C:8]#[C:9][C:23]([C:22]1[CH:26]=[CH:27][C:19]([F:18])=[CH:20][CH:21]=1)=[O:24])[C:12]1[CH:17]=[CH:16][CH:15]=[CH:14][CH:13]=1. (9) Given the reactants [CH:1]1([CH2:4][N:5]([CH2:15][CH2:16][CH3:17])[C:6]2[N:11]=[CH:10][N:9]=[C:8]([C:12]([OH:14])=O)[CH:7]=2)[CH2:3][CH2:2]1.C(N(CC)CC)C.ClC(OC)=O.[NH2:30][C:31]1[CH:47]=[CH:46][C:34]([CH2:35][S:36]([CH2:39][CH2:40][C:41]([O:43][CH2:44][CH3:45])=[O:42])(=[O:38])=[O:37])=[CH:33][CH:32]=1, predict the reaction product. The product is: [CH:1]1([CH2:4][N:5]([CH2:15][CH2:16][CH3:17])[C:6]2[N:11]=[CH:10][N:9]=[C:8]([C:12]([NH:30][C:31]3[CH:32]=[CH:33][C:34]([CH2:35][S:36]([CH2:39][CH2:40][C:41]([O:43][CH2:44][CH3:45])=[O:42])(=[O:38])=[O:37])=[CH:46][CH:47]=3)=[O:14])[CH:7]=2)[CH2:2][CH2:3]1.